Dataset: Catalyst prediction with 721,799 reactions and 888 catalyst types from USPTO. Task: Predict which catalyst facilitates the given reaction. (1) Reactant: [NH2:1][C:2]1[CH:7]=[N:6][CH:5]=[CH:4][N:3]=1.Br[CH2:9][C:10](=O)[C:11]([O:13][CH2:14][CH3:15])=[O:12]. Product: [N:1]1[C:10]([C:11]([O:13][CH2:14][CH3:15])=[O:12])=[CH:9][N:3]2[CH:4]=[CH:5][N:6]=[CH:7][C:2]=12. The catalyst class is: 12. (2) Product: [C:4]([O:8][C:9]([NH:11][C:12]1[CH:17]=[CH:16][C:15]([Cl:18])=[CH:14][C:13]=1[C:19]1[CH:27]=[C:26]2[N:22]([CH:23]([C:28]([O:30][CH2:33][C:34](=[O:35])[C:36]3[CH:37]=[C:38]4[C:42](=[CH:43][CH:44]=3)[NH:41][C:40](=[O:45])[CH2:39]4)=[O:29])[CH2:24][CH2:25]2)[C:21](=[O:31])[CH:20]=1)=[O:10])([CH3:7])([CH3:5])[CH3:6]. The catalyst class is: 6. Reactant: C(#N)C.[C:4]([O:8][C:9]([NH:11][C:12]1[CH:17]=[CH:16][C:15]([Cl:18])=[CH:14][C:13]=1[C:19]1[CH:27]=[C:26]2[N:22]([CH:23]([C:28]([OH:30])=[O:29])[CH2:24][CH2:25]2)[C:21](=[O:31])[CH:20]=1)=[O:10])([CH3:7])([CH3:6])[CH3:5].Br[CH2:33][C:34]([C:36]1[CH:37]=[C:38]2[C:42](=[CH:43][CH:44]=1)[NH:41][C:40](=[O:45])[CH2:39]2)=[O:35].C(N(CC)C(C)C)(C)C. (3) Reactant: Br[C:2]1[C:7]([O:8][CH:9]([C:16]2[CH:17]=[N:18][CH:19]=[CH:20][CH:21]=2)[C:10]2[CH:11]=[N:12][CH:13]=[CH:14][CH:15]=2)=[CH:6][CH:5]=[CH:4][N:3]=1.[O:22]1[C:27]2[CH:28]=[CH:29][CH:30]=[CH:31][C:26]=2[NH:25][CH2:24][CH2:23]1.CC(C)([O-])C.[Na+]. Product: [N:12]1[CH:13]=[CH:14][CH:15]=[C:10]([CH:9]([C:16]2[CH:17]=[N:18][CH:19]=[CH:20][CH:21]=2)[O:8][C:7]2[C:2]([N:25]3[C:26]4[CH:31]=[CH:30][CH:29]=[CH:28][C:27]=4[O:22][CH2:23][CH2:24]3)=[N:3][CH:4]=[CH:5][CH:6]=2)[CH:11]=1. The catalyst class is: 760. (4) Reactant: [I:1][C:2]1[CH:13]=[CH:12][C:5]([O:6][C@@H:7]2[CH2:11][CH2:10][O:9][CH2:8]2)=[C:4]([N+:14]([O-])=O)[CH:3]=1. Product: [I:1][C:2]1[CH:13]=[CH:12][C:5]([O:6][C@@H:7]2[CH2:11][CH2:10][O:9][CH2:8]2)=[C:4]([NH2:14])[CH:3]=1. The catalyst class is: 770. (5) Reactant: [Cl:1][C:2]1[CH:3]=[C:4]2[C:9](=[CH:10][CH:11]=1)[C:8]([NH:12][CH3:13])=[N:7][CH2:6][CH:5]2[C:14]1[CH:19]=[CH:18][C:17]([N+:20]([O-])=O)=[CH:16][CH:15]=1.Cl. Product: [NH2:20][C:17]1[CH:16]=[CH:15][C:14]([CH:5]2[C:4]3[C:9](=[CH:10][CH:11]=[C:2]([Cl:1])[CH:3]=3)[C:8]([NH:12][CH3:13])=[N:7][CH2:6]2)=[CH:19][CH:18]=1. The catalyst class is: 180. (6) Reactant: [NH2:1][CH:2]([CH:7]1[CH2:9][CH2:8]1)[CH2:3][C:4]([OH:6])=[O:5].O.[OH-].[Na+].[C:13](O[C:13]([O:15][C:16]([CH3:19])([CH3:18])[CH3:17])=[O:14])([O:15][C:16]([CH3:19])([CH3:18])[CH3:17])=[O:14]. Product: [C:16]([O:15][C:13]([NH:1][CH:2]([CH:7]1[CH2:9][CH2:8]1)[CH2:3][C:4]([OH:6])=[O:5])=[O:14])([CH3:19])([CH3:18])[CH3:17]. The catalyst class is: 7.